From a dataset of NCI-60 drug combinations with 297,098 pairs across 59 cell lines. Regression. Given two drug SMILES strings and cell line genomic features, predict the synergy score measuring deviation from expected non-interaction effect. (1) Drug 1: COC1=C(C=C2C(=C1)N=CN=C2NC3=CC(=C(C=C3)F)Cl)OCCCN4CCOCC4. Drug 2: CCN(CC)CCCC(C)NC1=C2C=C(C=CC2=NC3=C1C=CC(=C3)Cl)OC. Cell line: 786-0. Synergy scores: CSS=58.5, Synergy_ZIP=5.19, Synergy_Bliss=3.55, Synergy_Loewe=6.27, Synergy_HSA=7.39. (2) Drug 1: CC1OCC2C(O1)C(C(C(O2)OC3C4COC(=O)C4C(C5=CC6=C(C=C35)OCO6)C7=CC(=C(C(=C7)OC)O)OC)O)O. Drug 2: C1=CC=C(C(=C1)C(C2=CC=C(C=C2)Cl)C(Cl)Cl)Cl. Cell line: SW-620. Synergy scores: CSS=41.2, Synergy_ZIP=4.44, Synergy_Bliss=5.36, Synergy_Loewe=-18.7, Synergy_HSA=5.89.